From a dataset of Full USPTO retrosynthesis dataset with 1.9M reactions from patents (1976-2016). Predict the reactants needed to synthesize the given product. (1) Given the product [C:1]1([CH2:7][CH2:8][CH2:9][C:11]#[CH:12])[CH:6]=[CH:5][CH:4]=[CH:3][CH:2]=1, predict the reactants needed to synthesize it. The reactants are: [C:1]1([CH2:7][CH2:8][CH2:9]I)[CH:6]=[CH:5][CH:4]=[CH:3][CH:2]=1.[C-:11]#[C-:12].[Na+].[Na+]. (2) Given the product [OH:18]/[N:17]=[C:2]1\[CH2:3][CH2:4][CH2:5][C:6]2[CH:7]=[CH:8][C:9]([C:12]([O:14][CH3:15])=[O:13])=[CH:10][C:11]\1=2, predict the reactants needed to synthesize it. The reactants are: O=[C:2]1[C:11]2[CH:10]=[C:9]([C:12]([O:14][CH3:15])=[O:13])[CH:8]=[CH:7][C:6]=2[CH2:5][CH2:4][CH2:3]1.Cl.[NH2:17][OH:18].C([O-])(=O)C.[Na+]. (3) Given the product [Br:1][C:2]1[CH:11]=[CH:10][C:5]2[NH:6][C:7](=[O:9])[S:8][C:4]=2[CH:3]=1.[CH3:20][CH2:19][CH:18]([C:7]([NH2:6])=[O:9])[CH2:17][CH2:16][CH3:15], predict the reactants needed to synthesize it. The reactants are: [Br:1][C:2]1[CH:11]=[CH:10][C:5]2[NH:6][C:7](=[O:9])[S:8][C:4]=2[CH:3]=1.N([CH2:15][CH2:16][CH2:17][CH2:18][CH2:19][CH3:20])=C=O. (4) Given the product [F:1][C:2]1[CH:3]=[C:4]([C:8]2[NH:9][C:10]3[C:15]([C:16]=2[C:20]#[N:22])=[CH:14][CH:13]=[CH:12][CH:11]=3)[CH:5]=[N:6][CH:7]=1, predict the reactants needed to synthesize it. The reactants are: [F:1][C:2]1[CH:3]=[C:4]([C:8]2[NH:9][C:10]3[C:15]([CH:16]=2)=[CH:14][CH:13]=[CH:12][CH:11]=3)[CH:5]=[N:6][CH:7]=1.ClCCl.[C:20](#[N:22])C. (5) Given the product [CH3:1][N:2]([CH3:39])[C@@H:3]1[CH2:7][CH2:6][N:5]([C:8]2[N:13]3[CH:14]=[C:15]([CH2:17][N:18]([CH2:29][CH3:30])[C@@H:19]4[C:28]5[N:27]=[CH:26][CH:25]=[CH:24][C:23]=5[CH2:22][CH2:21][CH2:20]4)[N:16]=[C:12]3[CH:11]=[CH:10][CH:9]=2)[CH2:4]1, predict the reactants needed to synthesize it. The reactants are: [CH3:1][N:2]([CH3:39])[C@@H:3]1[CH2:7][CH2:6][N:5]([C:8]2[N:13]3[CH:14]=[C:15]([CH2:17][N:18]([C@H:29](C4C=CC(OC)=CC=4)[CH3:30])[C@@H:19]4[C:28]5[N:27]=[CH:26][CH:25]=[CH:24][C:23]=5[CH2:22][CH2:21][CH2:20]4)[N:16]=[C:12]3[CH:11]=[CH:10][CH:9]=2)[CH2:4]1.C(=O)C. (6) Given the product [O:24]([C:21]1[CH:20]=[CH:19][C:18]([NH:17][C:2](=[O:1])[CH2:3][N:4]2[CH2:9][CH2:8][NH:7][CH2:6][CH2:5]2)=[CH:23][CH:22]=1)[C:25]1[CH:30]=[CH:29][CH:28]=[CH:27][CH:26]=1, predict the reactants needed to synthesize it. The reactants are: [O:1]=[C:2]([NH:17][C:18]1[CH:23]=[CH:22][C:21]([O:24][C:25]2[CH:30]=[CH:29][CH:28]=[CH:27][CH:26]=2)=[CH:20][CH:19]=1)[CH2:3][N:4]1[CH2:9][CH2:8][N:7](C(OC(C)(C)C)=O)[CH2:6][CH2:5]1.Cl. (7) Given the product [NH2:36][C:34](=[O:35])[CH2:33][CH:30]1[CH2:31][CH2:32][N:27]([C:2]2[N:7]3[N:8]=[C:9]([CH3:11])[CH:10]=[C:6]3[N:5]=[C:4]([NH:12][C:13](=[O:25])[C:14]3[CH:19]=[CH:18][C:17]([O:20][C:21]([F:24])([F:23])[F:22])=[CH:16][CH:15]=3)[CH:3]=2)[CH2:28][CH2:29]1, predict the reactants needed to synthesize it. The reactants are: Cl[C:2]1[N:7]2[N:8]=[C:9]([CH3:11])[CH:10]=[C:6]2[N:5]=[C:4]([NH:12][C:13](=[O:25])[C:14]2[CH:19]=[CH:18][C:17]([O:20][C:21]([F:24])([F:23])[F:22])=[CH:16][CH:15]=2)[CH:3]=1.Cl.[NH:27]1[CH2:32][CH2:31][CH:30]([CH2:33][C:34]([NH2:36])=[O:35])[CH2:29][CH2:28]1.C(N(CC)C(C)C)(C)C. (8) The reactants are: [OH-].[Na+].[Cl:3][C:4]1[CH:13]=[C:12]([S:14]C(OCC)=S)[CH:11]=[CH:10][C:5]=1[C:6]([O:8][CH3:9])=[O:7].Cl.C(=O)([O-])O.[Na+]. Given the product [Cl:3][C:4]1[CH:13]=[C:12]([SH:14])[CH:11]=[CH:10][C:5]=1[C:6]([O:8][CH3:9])=[O:7], predict the reactants needed to synthesize it.